This data is from Experimentally validated miRNA-target interactions with 360,000+ pairs, plus equal number of negative samples. The task is: Binary Classification. Given a miRNA mature sequence and a target amino acid sequence, predict their likelihood of interaction. (1) The miRNA is hsa-miR-335-5p with sequence UCAAGAGCAAUAACGAAAAAUGU. The protein sequence of the target gene is MRRYLRVVVLCVACGFCSLLYAFSQLAVSLEEGTGGGGGKPQAAVASWLAGGGRGAVRGAGVAGPAAHPGVSDRCKDFSLCYWNPYWMLPSDVCGMNCFWEAAFRYSLKIQPVEKMHLAVVACGERLEETMTMLKSAIIFSIKPLQFHIFAEDQLHHSFKGRLDNWSFLQTFNYTLYPITFPSENAAEWKKLFKPCASQRLFLPLILKEVDSLLYVDTDILFLRPVDDIWSLLKKFNSTQIAAMAPEHEEPRIGWYNRFARHPYYGKTGVNSGVMLMNMTRMRRKYFKNDMTTVRLQWGD.... Result: 1 (interaction). (2) The miRNA is hsa-miR-4725-3p with sequence UGGGGAAGGCGUCAGUGUCGGG. The protein sequence of the target gene is MSQFQVPLAVQPDLPGLYDFPQRQVMVGSFPGSGLSMAGSESQLRGGGDGRKKRKRCGTCEPCRRLENCGACTSCTNRRTHQICKLRKCEVLKKKVGLLKEVEIKAGEGAGPWGQGAAVKTGSELSPVDGPVPGQMDSGPVYHGDSRQLSASGVPVNGAREPAGPSLLGTGGPWRVDQKPDWEAAPGPAHTARLEDAHDLVAFSAVAEAVSSYGALSTRLYETFNREMSREAGNNSRGPRPGPEGCSAGSEDLDTLQTALALARHGMKPPNCNCDGPECPDYLEWLEGKIKSVVMEGGEE.... Result: 1 (interaction). (3) The miRNA is hsa-miR-4328 with sequence CCAGUUUUCCCAGGAUU. The protein sequence of the target gene is MLNFGASLQQTAEERMEMISERPKESMYSWNKTAEKSDFEAVEALMSMSCSWKSDFKKYVENRPVTPVSDLSEEENLLPGTPDFHTIPAFCLTPPYSPSDFEPSQVSNLMAPAPSTVHFKSLSDTAKPHIAAPFKEEEKSPVSAPKLPKAQATSVIRHTADAQLCNHQTCPMKAASILNYQNNSFRRRTHLNVEAARKNIPCAAVSPNRSKCERNTVADVDEKASAALYDFSVPSSETVICRSQPAPVSPQQKSVLVSPPAVSAGGVPPMPVICQMVPLPANNPVVTTVVPSTPPSQPPA.... Result: 1 (interaction). (4) The miRNA is mmu-miR-340-5p with sequence UUAUAAAGCAAUGAGACUGAUU. The protein sequence of the target gene is MEELSADEIRRRRLARLAGGQTSQPTTPLTSPQRENPPGPPIAASAPGPSQSLGLNVHNMTPATSPIGAAGVAHRSQSSEGVSSLSSSPSNSLETQSQSLSRSQSMDIDGVSCEKSMSQVDVDSGIENMEVDENDRREKRSLSDKEPSSGPEVSEEQALQLVCKIFRVSWKDRDRDVIFLSSLSAQFKQNPKEVFSDFKDLIGQILMEVLMMSTQTRDENPFASLTATSQPIATAARSPDRNLMLNTGSSSGTSPMFCNMGSFSTSSLSSLGASGGASNWDSYSDHFTIETCKETDMLNY.... Result: 1 (interaction). (5) The miRNA is mmu-miR-466c-5p with sequence UGAUGUGUGUGUGCAUGUACAUAU. The protein sequence of the target gene is MADTDEGFGLARTPLEPDSKDRSCDSKPESALGAPSKSPSSPQAAFTQQGMEGIKVFLHERELWLKFHEVGTEMIITKAGRRMFPSYKVKVTGLNPKTKYILLMDIVPADDHRYKFADNKWSVTGKAEPAMPGRLYVHPDSPATGAHWMRQLVSFQKLKLTNNHLDPFGHIILNSMHKYQPRLHIVKADENNGFGSKNTAFCTHVFPETAFIAVTSYQNHKITQLKIENNPFAKGFRGSDDLELHRMSRMQSKEYPVVPRSTVRHKVTSNHSPFSSETRALSTSSNLGSQYQCENGVSGP.... Result: 0 (no interaction).